From a dataset of Full USPTO retrosynthesis dataset with 1.9M reactions from patents (1976-2016). Predict the reactants needed to synthesize the given product. (1) Given the product [Br:19][C:2]1[C:3]([N+:12]([O-:14])=[O:13])=[C:4]([CH:8]=[CH:9][C:10]=1[CH3:11])[C:5]([OH:7])=[O:6], predict the reactants needed to synthesize it. The reactants are: N[C:2]1[C:3]([N+:12]([O-:14])=[O:13])=[C:4]([CH:8]=[CH:9][C:10]=1[CH3:11])[C:5]([OH:7])=[O:6].N([O-])=O.[Na+].[BrH:19]. (2) Given the product [Cl:1][C:2]1[C:3]([O:15][CH2:16][CH2:17][CH3:18])=[C:4]([CH:12]=[CH:13][CH:14]=1)[CH2:5][N:6]([CH3:11])[C:7](=[O:10])/[CH:8]=[CH:9]/[C:29]1[CH:42]=[N:41][C:32]2[NH:33][C:34](=[O:40])[C:35]([CH3:39])([CH3:38])[NH:36][CH2:37][C:31]=2[CH:30]=1, predict the reactants needed to synthesize it. The reactants are: [Cl:1][C:2]1[C:3]([O:15][CH2:16][CH2:17][CH3:18])=[C:4]([CH:12]=[CH:13][CH:14]=1)[CH2:5][N:6]([CH3:11])[C:7](=[O:10])[CH:8]=[CH2:9].C(N(C(C)C)CC)(C)C.Br[C:29]1[CH:42]=[N:41][C:32]2[NH:33][C:34](=[O:40])[C:35]([CH3:39])([CH3:38])[NH:36][CH2:37][C:31]=2[CH:30]=1.CC1C=CC=CC=1P(C1C=CC=CC=1C)C1C=CC=CC=1C. (3) Given the product [CH:20]1([CH2:19][C:17]2[N:18]=[C:14]([C:11]3[CH:10]=[C:9]([CH2:2][C:3]([CH3:8])([CH3:7])[C:4]([OH:6])=[O:5])[O:13][N:12]=3)[S:15][C:16]=2[C:25]2[CH:30]=[CH:29][C:28]([S:31](=[O:32])(=[O:33])[NH:34][C@@H:35]([CH3:40])[C:36]([F:38])([F:39])[F:37])=[C:27]([Cl:41])[C:26]=2[Cl:42])[CH2:23][CH2:22][CH2:21]1, predict the reactants needed to synthesize it. The reactants are: C[CH:2]([C:9]1[O:13][N:12]=[C:11]([C:14]2[S:15][CH:16]=[C:17]([CH2:19][CH:20]3[CH2:23][CH2:22][CH2:21]3)[N:18]=2)[CH:10]=1)[C:3]([CH3:8])([CH3:7])[C:4]([OH:6])=[O:5].Br[C:25]1[CH:30]=[CH:29][C:28]([S:31]([NH:34][C@@H:35]([CH3:40])[C:36]([F:39])([F:38])[F:37])(=[O:33])=[O:32])=[C:27]([Cl:41])[C:26]=1[Cl:42].